This data is from Reaction yield outcomes from USPTO patents with 853,638 reactions. The task is: Predict the reaction yield, written as a fraction of the theoretical maximum amount of product (1.0 means a 100% yield; for example, 0.34 means a 34% yield). (1) The reactants are [OH:1]S(O)(=O)=O.[F:6][C:7]1[CH:8]=[C:9]([C:14]2[C:23]3[C:18](=[CH:19][CH:20]=[CH:21][CH:22]=3)[C:17](=[O:24])[N:16]([CH3:25])[C:15]=2[CH:26]([O:29][Si](C)(C)C)[C:27]#N)[CH:10]=[CH:11][C:12]=1[F:13].[CH3:34][OH:35]. No catalyst specified. The product is [CH3:34][O:35][C:27](=[O:1])[CH:26]([C:15]1[N:16]([CH3:25])[C:17](=[O:24])[C:18]2[C:23]([C:14]=1[C:9]1[CH:10]=[CH:11][C:12]([F:13])=[C:7]([F:6])[CH:8]=1)=[CH:22][CH:21]=[CH:20][CH:19]=2)[OH:29]. The yield is 0.790. (2) The reactants are [Br:1][C:2]1[S:6][C:5]([NH2:7])=[N:4][C:3]=1[CH3:8].[C:9](O[C:9]([O:11][C:12]([CH3:15])([CH3:14])[CH3:13])=[O:10])([O:11][C:12]([CH3:15])([CH3:14])[CH3:13])=[O:10].C[Si](C)(C)[N-][Si](C)(C)C.[Li+]. The catalyst is N1C=CC=CC=1.CCOC(C)=O. The product is [Br:1][C:2]1[S:6][C:5]([NH:7][C:9](=[O:10])[O:11][C:12]([CH3:15])([CH3:14])[CH3:13])=[N:4][C:3]=1[CH3:8]. The yield is 0.270. (3) The reactants are C(OC([N:8]1[CH2:13][CH2:12][C:11]2[N:14]([CH2:25][CH:26]([OH:42])[CH2:27][N:28]3[CH2:33][CH2:32][N:31]([C:34]4[CH:39]=[CH:38][CH:37]=[CH:36][C:35]=4[C:40]#[N:41])[CH2:30][CH2:29]3)[N:15]=[C:16]([C:17]3[CH:22]=[CH:21][C:20]([Cl:23])=[C:19]([CH3:24])[CH:18]=3)[C:10]=2[CH2:9]1)=O)(C)(C)C.C(Cl)Cl. The catalyst is FC(F)(F)C(O)=O. The product is [Cl:23][C:20]1[CH:21]=[CH:22][C:17]([C:16]2[C:10]3[CH2:9][NH:8][CH2:13][CH2:12][C:11]=3[N:14]([CH2:25][CH:26]([OH:42])[CH2:27][N:28]3[CH2:33][CH2:32][N:31]([C:34]4[CH:39]=[CH:38][CH:37]=[CH:36][C:35]=4[C:40]#[N:41])[CH2:30][CH2:29]3)[N:15]=2)=[CH:18][C:19]=1[CH3:24]. The yield is 0.990. (4) The catalyst is CO. The yield is 0.520. The product is [CH3:1][C@@H:2]1[CH2:3][CH2:4][C@H:5]([O:8][C:9]2[C:10]([C:31]([F:34])([F:32])[F:33])=[C:11]3[C:16](=[CH:17][CH:18]=2)[C:15]([CH2:19][N:20]2[CH2:25][CH2:24][CH:23]([C:26]([OH:28])=[O:27])[CH2:22][CH2:21]2)=[CH:14][CH:13]=[CH:12]3)[CH2:6][CH2:7]1. The reactants are [CH3:1][C@@H:2]1[CH2:7][CH2:6][C@H:5]([O:8][C:9]2[C:10]([C:31]([F:34])([F:33])[F:32])=[C:11]3[C:16](=[CH:17][CH:18]=2)[C:15]([CH2:19][N:20]2[CH2:25][CH2:24][CH:23]([C:26]([O:28]CC)=[O:27])[CH2:22][CH2:21]2)=[CH:14][CH:13]=[CH:12]3)[CH2:4][CH2:3]1.[OH-].[Na+].O.Cl. (5) The reactants are N1C(C2C=CC([C:12]3[C:21](C)=[CH:20][C:19]4[C:14](=[CH:15][CH:16]=[C:17]([O:23]C)[CH:18]=4)[N:13]=3)=CC=2)=NN=N1.B(Br)(Br)Br.C(Cl)[Cl:30]. No catalyst specified. The product is [Cl:30][C:12]1[CH:21]=[CH:20][C:19]2[C:14](=[CH:15][CH:16]=[C:17]([OH:23])[CH:18]=2)[N:13]=1. The yield is 0.700. (6) The reactants are [CH:1]1[C:9]2[N:8]3[C:10]([C@@H:13]4[C@H:17]([CH3:18])[CH2:16][C@H:15](N)[CH2:14]4)=[CH:11][N:12]=[C:7]3[CH:6]=[N:5][C:4]=2[NH:3][CH:2]=1.C(C1C(=O)C(=[O:34])C=C(C(C)(C)C)C=1)(C)(C)C.C1COCC1.C(O)(=O)C(O)=O. The catalyst is CO.O. The product is [CH:1]1[C:9]2[N:8]3[C:10]([C@@H:13]4[C@H:17]([CH3:18])[CH2:16][C:15](=[O:34])[CH2:14]4)=[CH:11][N:12]=[C:7]3[CH:6]=[N:5][C:4]=2[NH:3][CH:2]=1. The yield is 0.580. (7) The reactants are [CH3:1][C:2]([NH:11][C:12](=[O:18])[O:13][C:14]([CH3:17])([CH3:16])[CH3:15])([CH3:10])[CH2:3][N:4]1[CH2:9][CH2:8][O:7][CH2:6][CH2:5]1.[CH3:19][I:20]. No catalyst specified. The product is [I-:20].[C:14]([O:13][C:12]([NH:11][C:2]([CH3:1])([CH3:10])[CH2:3][N+:4]1([CH3:19])[CH2:9][CH2:8][O:7][CH2:6][CH2:5]1)=[O:18])([CH3:17])([CH3:16])[CH3:15]. The yield is 0.850. (8) The reactants are [NH2:1][C:2]1[N:6]([C:7]2[CH:12]=[CH:11][CH:10]=[CH:9][CH:8]=2)[N:5]=[C:4]([C:13]([O:15]CC)=[O:14])[CH:3]=1.[OH-].[Na+]. The catalyst is CCO. The product is [NH2:1][C:2]1[N:6]([C:7]2[CH:12]=[CH:11][CH:10]=[CH:9][CH:8]=2)[N:5]=[C:4]([C:13]([OH:15])=[O:14])[CH:3]=1. The yield is 0.650.